This data is from Peptide-MHC class I binding affinity with 185,985 pairs from IEDB/IMGT. The task is: Regression. Given a peptide amino acid sequence and an MHC pseudo amino acid sequence, predict their binding affinity value. This is MHC class I binding data. (1) The peptide sequence is ILRGTSFVYV. The MHC is HLA-A03:01 with pseudo-sequence HLA-A03:01. The binding affinity (normalized) is 0.217. (2) The peptide sequence is LNEQLIYTY. The MHC is HLA-A30:02 with pseudo-sequence HLA-A30:02. The binding affinity (normalized) is 0.230. (3) The peptide sequence is SADNHPKMIK. The MHC is HLA-A68:01 with pseudo-sequence HLA-A68:01. The binding affinity (normalized) is 0.749.